This data is from Reaction yield outcomes from USPTO patents with 853,638 reactions. The task is: Predict the reaction yield, written as a fraction of the theoretical maximum amount of product (1.0 means a 100% yield; for example, 0.34 means a 34% yield). The reactants are [CH3:1][C:2]1[CH:10]=[CH:9][C:8]([N:11]([CH3:20])[S:12]([C:15]2[S:16][CH:17]=[CH:18][CH:19]=2)(=[O:14])=[O:13])=[C:7]2[C:3]=1[CH:4]=[C:5]([C:21]([OH:23])=O)[NH:6]2.[N:24]1(O)C2C=CC=CC=2N=N1.Cl.CN(C)CCCN=C=NCC.N. The catalyst is CN(C)C=O. The product is [CH3:1][C:2]1[CH:10]=[CH:9][C:8]([N:11]([CH3:20])[S:12]([C:15]2[S:16][CH:17]=[CH:18][CH:19]=2)(=[O:14])=[O:13])=[C:7]2[C:3]=1[CH:4]=[C:5]([C:21]([NH2:24])=[O:23])[NH:6]2. The yield is 0.840.